Dataset: Forward reaction prediction with 1.9M reactions from USPTO patents (1976-2016). Task: Predict the product of the given reaction. (1) The product is: [OH:2][C:3]1[C:4](=[O:22])[N:5]([CH3:21])[N:6]=[CH:7][C:8]=1[C:9]1[C:10](=[O:20])[N:11]([CH3:19])[C:12]([C:15]([F:17])([F:18])[F:16])=[CH:13][CH:14]=1. Given the reactants C[O:2][C:3]1[C:4](=[O:22])[N:5]([CH3:21])[N:6]=[CH:7][C:8]=1[C:9]1[C:10](=[O:20])[N:11]([CH3:19])[C:12]([C:15]([F:18])([F:17])[F:16])=[CH:13][CH:14]=1.N1CCOCC1, predict the reaction product. (2) Given the reactants [C:6](O[C:6]([O:8][CH3:9])=[O:7])([O:8][CH3:9])=[O:7].[NH2:10][C:11]1[CH:12]=[C:13]([CH:16]=[C:17]([N:20]2[CH2:25][CH2:24][C@@H:23]([NH2:26])[C@H:22]([O:27][CH3:28])[CH2:21]2)[C:18]=1[Cl:19])[C:14]#[N:15].C(N(CC)CC)C, predict the reaction product. The product is: [NH2:10][C:11]1[C:18]([Cl:19])=[C:17]([N:20]2[CH2:25][CH2:24][C@@H:23]([NH:26][C:6](=[O:7])[O:8][CH3:9])[C@H:22]([O:27][CH3:28])[CH2:21]2)[CH:16]=[C:13]([C:14]#[N:15])[CH:12]=1.